Predict the reaction yield, written as a fraction of the theoretical maximum amount of product (1.0 means a 100% yield; for example, 0.34 means a 34% yield). From a dataset of Reaction yield outcomes from USPTO patents with 853,638 reactions. (1) The reactants are [C:1]([CH2:4][CH2:5][C:6]1[C:18]([CH2:19][CH2:20][CH2:21][CH2:22][CH2:23][CH2:24][O:25][C:26]2[CH:31]=[C:30](Br)[CH:29]=[C:28](Br)[CH:27]=2)=[CH:17][CH:16]=[CH:15][C:7]=1[O:8][CH2:9][CH2:10][CH2:11][C:12]([OH:14])=[O:13])([OH:3])=[O:2].[N:34]1[CH:39]=[C:38](B(O)O)[CH:37]=[N:36][CH:35]=1.C(=O)([O-])[O-].[K+].[K+]. The catalyst is C(O)C.O.C(OCC)(=O)C.C1C=CC([P]([Pd]([P](C2C=CC=CC=2)(C2C=CC=CC=2)C2C=CC=CC=2)([P](C2C=CC=CC=2)(C2C=CC=CC=2)C2C=CC=CC=2)[P](C2C=CC=CC=2)(C2C=CC=CC=2)C2C=CC=CC=2)(C2C=CC=CC=2)C2C=CC=CC=2)=CC=1. The product is [C:1]([CH2:4][CH2:5][C:6]1[C:18]([CH2:19][CH2:20][CH2:21][CH2:22][CH2:23][CH2:24][O:25][C:26]2[CH:31]=[C:30]([C:38]3[CH:39]=[N:34][CH:35]=[N:36][CH:37]=3)[CH:29]=[C:28]([C:38]3[CH:39]=[N:34][CH:35]=[N:36][CH:37]=3)[CH:27]=2)=[CH:17][CH:16]=[CH:15][C:7]=1[O:8][CH2:9][CH2:10][CH2:11][C:12]([OH:14])=[O:13])([OH:3])=[O:2]. The yield is 0.570. (2) The reactants are [CH2:1]([N:3]([CH2:19][CH3:20])[CH2:4][CH2:5][N:6]1[CH2:11][CH2:10][C:9]2[NH:12][C:13]([CH:16]=O)=[C:14]([CH3:15])[C:8]=2[C:7]1=[O:18])[CH3:2].[F:21][C:22]1[CH:23]=[C:24]2[C:28](=[C:29]([NH:31][CH:32]=[O:33])[CH:30]=1)[NH:27][C:26](=[O:34])[CH2:25]2. No catalyst specified. The product is [CH2:1]([N:3]([CH2:19][CH3:20])[CH2:4][CH2:5][N:6]1[CH2:11][CH2:10][C:9]2[NH:12][C:13]([CH:16]=[C:25]3[C:24]4[C:28](=[C:29]([NH:31][CH:32]=[O:33])[CH:30]=[C:22]([F:21])[CH:23]=4)[NH:27][C:26]3=[O:34])=[C:14]([CH3:15])[C:8]=2[C:7]1=[O:18])[CH3:2]. The yield is 0.405. (3) The reactants are [Cl:1][C:2]1[N:7]=[C:6]([N:8]2[C@@H:12]([C@H:13]([OH:15])[CH3:14])[CH2:11][O:10][C:9]2=[O:16])[CH:5]=[C:4]([Cl:17])[N:3]=1.[CH2:18](Cl)Cl.F[B-](F)(F)F.[H+].C[Si](C=[N+]=[N-])(C)C. The catalyst is CCOC(C)=O.CCCCCCC. The product is [Cl:1][C:2]1[N:7]=[C:6]([N:8]2[C@@H:12]([C@H:13]([O:15][CH3:18])[CH3:14])[CH2:11][O:10][C:9]2=[O:16])[CH:5]=[C:4]([Cl:17])[N:3]=1. The yield is 0.310. (4) The reactants are [CH2:1]([CH:8]1[C:14](=[O:15])[CH2:13][CH:12]2[CH2:16][CH:9]1[CH2:10][CH2:11]2)[C:2]1[CH:7]=[CH:6][CH:5]=[CH:4][N:3]=1.CC([O-])(C)C.[K+].C1COCC1.[N:28](OCCC(C)C)=[O:29].Cl. The product is [CH2:1]([CH:8]1[C:14](=[O:15])[C:13](=[N:28][OH:29])[CH:12]2[CH2:16][CH:9]1[CH2:10][CH2:11]2)[C:2]1[CH:7]=[CH:6][CH:5]=[CH:4][N:3]=1. The yield is 0.410. The catalyst is C1COCC1. (5) The reactants are Cl[C:2]1[N:7]=[C:6](Cl)[C:5]([C:9]#[N:10])=[CH:4][N:3]=1.[NH2:11][C:12]1[CH:24]=[CH:23][C:15]([C:16]([NH:18][C:19]([CH3:22])([CH3:21])[CH3:20])=[O:17])=[CH:14][CH:13]=1.C(O[C:30](=[O:37])[NH:31][C@H:32]1[CH2:36][CH2:35][NH:34][CH2:33]1)(C)(C)C.[C:38](O)(=O)[CH:39]=C. No catalyst specified. The product is [C:30]([NH:31][C@H:32]1[CH2:36][CH2:35][N:34]([C:2]2[N:7]=[C:6]([NH:11][C:12]3[CH:24]=[CH:23][C:15]([C:16]([NH:18][C:19]([CH3:20])([CH3:21])[CH3:22])=[O:17])=[CH:14][CH:13]=3)[C:5]([C:9]#[N:10])=[CH:4][N:3]=2)[CH2:33]1)(=[O:37])[CH:38]=[CH2:39]. The yield is 0.0660. (6) The reactants are [OH:1][C:2]1[CH:7]=[CH:6][C:5]([CH:8]2[CH2:10][CH:9]2[C:11]([O:13][CH3:14])=[O:12])=[CH:4][CH:3]=1.[CH3:15][CH:16]([CH3:44])[CH2:17][CH2:18][N:19]([CH2:35][C:36]1[CH:41]=[CH:40][C:39]([CH2:42]O)=[CH:38][CH:37]=1)[C:20]1[S:21][CH:22]=[C:23]([C:25]2[CH:30]=[CH:29][C:28]([C:31]([F:34])([F:33])[F:32])=[CH:27][CH:26]=2)[N:24]=1.C(P(CCCC)CCCC)CCC.N(C(N1CCCCC1)=O)=NC(N1CCCCC1)=O. The catalyst is C1(C)C=CC=CC=1.CCCCCC. The product is [CH3:15][CH:16]([CH3:44])[CH2:17][CH2:18][N:19]([CH2:35][C:36]1[CH:37]=[CH:38][C:39]([CH2:42][O:1][C:2]2[CH:3]=[CH:4][C:5]([CH:8]3[CH2:10][CH:9]3[C:11]([O:13][CH3:14])=[O:12])=[CH:6][CH:7]=2)=[CH:40][CH:41]=1)[C:20]1[S:21][CH:22]=[C:23]([C:25]2[CH:26]=[CH:27][C:28]([C:31]([F:32])([F:33])[F:34])=[CH:29][CH:30]=2)[N:24]=1. The yield is 0.420. (7) The reactants are Cl[C:2]1[C:11]2[C:6](=[CH:7][CH:8]=[C:9]([CH3:12])[CH:10]=2)[N:5]([CH2:13][C:14]2[CH:19]=[CH:18][C:17]([F:20])=[CH:16][CH:15]=2)[C:4](=[O:21])[C:3]=1[C:22]#[N:23].[NH:24]1[CH2:29][CH2:28][NH:27][CH2:26][CH2:25]1. The catalyst is ClCCl. The product is [F:20][C:17]1[CH:18]=[CH:19][C:14]([CH2:13][N:5]2[C:6]3[C:11](=[CH:10][C:9]([CH3:12])=[CH:8][CH:7]=3)[C:2]([N:24]3[CH2:29][CH2:28][NH:27][CH2:26][CH2:25]3)=[C:3]([C:22]#[N:23])[C:4]2=[O:21])=[CH:15][CH:16]=1. The yield is 0.720.